From a dataset of Catalyst prediction with 721,799 reactions and 888 catalyst types from USPTO. Predict which catalyst facilitates the given reaction. (1) Reactant: [Br:1][C:2]1[CH:3]=[CH:4][C:5]([O:12][C:13]([F:16])([F:15])[F:14])=[C:6]([CH:11]=1)[CH2:7][N:8]=[N+]=[N-].CP(C)C. Product: [Br:1][C:2]1[CH:3]=[CH:4][C:5]([O:12][C:13]([F:14])([F:15])[F:16])=[C:6]([CH:11]=1)[CH2:7][NH2:8]. The catalyst class is: 1. (2) Reactant: O1CCCCC1[N:7]1[C:15]2[C:10](=[CH:11][C:12]([C:16]3[N:20]=[CH:19][N:18](C(C4C=CC=CC=4)(C4C=CC=CC=4)C4C=CC=CC=4)[N:17]=3)=[CH:13][CH:14]=2)[C:9]([C:40]2[CH:41]=[C:42]([CH:47]=[CH:48][CH:49]=2)[C:43]([O:45]C)=[O:44])=[N:8]1.[OH-].[Na+]. Product: [NH:18]1[CH:19]=[N:20][C:16]([C:12]2[CH:11]=[C:10]3[C:15](=[CH:14][CH:13]=2)[NH:7][N:8]=[C:9]3[C:40]2[CH:41]=[C:42]([CH:47]=[CH:48][CH:49]=2)[C:43]([OH:45])=[O:44])=[N:17]1. The catalyst class is: 5. (3) Reactant: [CH2:1]([C:4]1[CH:9]=[CH:8][CH:7]=[CH:6][C:5]=1[OH:10])[CH:2]=[CH2:3].Br[CH2:12][C:13](OC)=[O:14].C(=O)([O-])[O-].[K+].[K+]. Product: [CH2:1]([C:4]1[CH:9]=[CH:8][CH:7]=[CH:6][C:5]=1[O:10][CH2:12][CH2:13][OH:14])[CH:2]=[CH2:3]. The catalyst class is: 9. (4) Reactant: [Br:1][C:2]1[CH:7]=[CH:6][C:5]([S:8](Cl)(=[O:10])=[O:9])=[CH:4][CH:3]=1.[CH2:12]([OH:17])[C:13]([CH3:16])([CH3:15])[CH3:14]. Product: [CH3:14][C:13]([CH3:16])([CH3:15])[CH2:12][O:17][S:8]([C:5]1[CH:6]=[CH:7][C:2]([Br:1])=[CH:3][CH:4]=1)(=[O:10])=[O:9]. The catalyst class is: 17. (5) Reactant: [Cl:1][C:2]1[CH:10]=[CH:9][C:8](F)=[CH:7][C:3]=1[C:4]([NH2:6])=[O:5].[NH:12]1[CH2:16][CH2:15][CH2:14][CH2:13]1. Product: [Cl:1][C:2]1[CH:10]=[CH:9][C:8]([N:12]2[CH2:16][CH2:15][CH2:14][CH2:13]2)=[CH:7][C:3]=1[C:4]([NH2:6])=[O:5]. The catalyst class is: 3. (6) Reactant: [N+:1]([C:4]1[CH:5]=[C:6](/[CH:10]=[N:11]/[C:12]2[CH:17]=[CH:16][C:15]([C:18]([F:21])([F:20])[F:19])=[CH:14][CH:13]=2)[CH:7]=[CH:8][CH:9]=1)([O-:3])=[O:2].[CH2:22]=[C:23]([CH3:25])[CH3:24].B(F)(F)F.CCOCC. Product: [CH3:22][C:23]1([CH3:25])[C:17]2[C:12](=[CH:13][CH:14]=[C:15]([C:18]([F:19])([F:20])[F:21])[CH:16]=2)[NH:11][CH:10]([C:6]2[CH:7]=[CH:8][CH:9]=[C:4]([N+:1]([O-:3])=[O:2])[CH:5]=2)[CH2:24]1. The catalyst class is: 10. (7) Reactant: [Cl:1][C:2]1[CH:9]=[C:8]([C:10]2[C:11]([CH3:28])=[N:12][N:13]([CH2:16][C:17]3[CH:27]=[CH:26][C:20]4[C:21](=[O:25])[O:22][C:23](=O)[C:19]=4[CH:18]=3)[C:14]=2[CH3:15])[CH:7]=[CH:6][C:3]=1[C:4]#[N:5].[CH3:29][NH2:30].C1COCC1.C(OC(=O)C)(=O)C.[Cl-].[NH4+]. Product: [Cl:1][C:2]1[CH:9]=[C:8]([C:10]2[C:11]([CH3:28])=[N:12][N:13]([CH2:16][C:17]3[CH:18]=[C:19]4[C:20](=[CH:26][CH:27]=3)[C:21](=[O:25])[N:30]([CH3:29])[C:23]4=[O:22])[C:14]=2[CH3:15])[CH:7]=[CH:6][C:3]=1[C:4]#[N:5]. The catalyst class is: 531.